Dataset: Peptide-MHC class I binding affinity with 185,985 pairs from IEDB/IMGT. Task: Regression. Given a peptide amino acid sequence and an MHC pseudo amino acid sequence, predict their binding affinity value. This is MHC class I binding data. (1) The peptide sequence is VTSSGVIYK. The MHC is HLA-A31:01 with pseudo-sequence HLA-A31:01. The binding affinity (normalized) is 0.253. (2) The peptide sequence is ALAGFFPVL. The binding affinity (normalized) is 0.764. The MHC is HLA-A02:01 with pseudo-sequence HLA-A02:01. (3) The peptide sequence is DYNFVKQLF. The MHC is HLA-A68:02 with pseudo-sequence HLA-A68:02. The binding affinity (normalized) is 0.316. (4) The binding affinity (normalized) is 0.0847. The MHC is HLA-B08:01 with pseudo-sequence HLA-B08:01. The peptide sequence is YELDLWGKI. (5) The peptide sequence is SRPSGDLRQR. The MHC is HLA-B27:05 with pseudo-sequence HLA-B27:05. The binding affinity (normalized) is 0.0401. (6) The peptide sequence is RTFNEDLFR. The MHC is HLA-A03:01 with pseudo-sequence HLA-A03:01. The binding affinity (normalized) is 0.603.